Dataset: Drug-target binding data from BindingDB using IC50 measurements. Task: Regression. Given a target protein amino acid sequence and a drug SMILES string, predict the binding affinity score between them. We predict pIC50 (pIC50 = -log10(IC50 in M); higher means more potent). Dataset: bindingdb_ic50. The compound is O=C(Cn1c(-c2ccccn2)nc2ccccc21)Nc1ccc2ccccc2c1. The target protein (P0C0H6) has sequence MSNWDTKFLKKGYTFDDVLLIPAESHVLPNEVDLKTKLADNLTLNIPIITAAMDTVTGSKMAIAIARAGGLGVIHKNMSITEQAEEVRKVKRSENGVIIDPFFLTPEHKVSEAEELMQRYRISGVPIVETLANRKLVGIITNRDMRFISDYNAPISEHMTSEHLVTAAVGTDLETAERILHEHRIEKLPLVDNSGRLSGLITIKDIEKVIEFPHAAKDEFGRLLVAAAVGVTSDTFERAEALFEAGADAIVIDTAHGHSAGVLRKIAEIRAHFPNRTLIAGNIATAEGARALYDAGVDVVKVGIGPGSICTTRVVAGVGVPQVTAIYDAAAVAREYGKTIIADGGIKYSGDIVKALAAGGNAVMLGSMFAGTDEAPGETEIYQGRKFKTYRGMGSIAAMKKGSSDRYFQGSVNEANKLVPEGIEGRVAYKGAASDIVFQMLGGIRSGMGYVGAGDIQELHENAQFVEMSGAGLIESHPHDVQITNEAPNYSVH. The pIC50 is 8.3.